This data is from Forward reaction prediction with 1.9M reactions from USPTO patents (1976-2016). The task is: Predict the product of the given reaction. (1) Given the reactants [CH2:1]1[CH2:5][O:4][CH2:3][CH2:2]1.[F:6][C:7]1[CH:12]=[CH:11][C:10]([OH:13])=[CH:9][CH:8]=1.C(O[CH2:17][CH3:18])C, predict the reaction product. The product is: [F:6][C:7]1[CH:12]=[CH:11][C:10]([O:13][C@H:18]2[CH:17]=[CH:5][C:1]3[C:2](=[CH:5][CH:1]=[CH:2][CH:3]=3)[C@@H:3]2[OH:4])=[CH:9][CH:8]=1. (2) The product is: [NH2:1][C:2]1[N:7]=[CH:6][N:5]=[C:4]2[N:8]([CH2:19][CH2:20][NH:21][CH2:29][C:30]3[CH:35]=[CH:34][CH:33]=[CH:32][C:31]=3[F:36])[N:9]=[C:10]([C:11]3[CH:16]=[C:15]([OH:17])[CH:14]=[C:13]([F:18])[CH:12]=3)[C:3]=12. Given the reactants [NH2:1][C:2]1[N:7]=[CH:6][N:5]=[C:4]2[N:8]([CH2:19][CH2:20][N:21]([CH2:29][C:30]3[CH:35]=[CH:34][CH:33]=[CH:32][C:31]=3[F:36])C(=O)OC(C)(C)C)[N:9]=[C:10]([C:11]3[CH:16]=[C:15]([OH:17])[CH:14]=[C:13]([F:18])[CH:12]=3)[C:3]=12.C(O)(C(F)(F)F)=O, predict the reaction product.